Dataset: Peptide-MHC class II binding affinity with 134,281 pairs from IEDB. Task: Regression. Given a peptide amino acid sequence and an MHC pseudo amino acid sequence, predict their binding affinity value. This is MHC class II binding data. (1) The peptide sequence is LVAGPAGSYAADLGY. The MHC is HLA-DQA10101-DQB10501 with pseudo-sequence HLA-DQA10101-DQB10501. The binding affinity (normalized) is 0.0298. (2) The peptide sequence is FPGGKCSGITVSSTY. The MHC is HLA-DQA10101-DQB10501 with pseudo-sequence HLA-DQA10101-DQB10501. The binding affinity (normalized) is 0. (3) The peptide sequence is VQAPVGAITTIEDPV. The MHC is DRB5_0101 with pseudo-sequence DRB5_0101. The binding affinity (normalized) is 0. (4) The peptide sequence is KEDFLGSLVKEIPPRLLYAK. The binding affinity (normalized) is 0.479. The MHC is HLA-DQA10301-DQB10302 with pseudo-sequence HLA-DQA10301-DQB10302. (5) The peptide sequence is LASFTPVIQDQDLEM. The MHC is H-2-IAb with pseudo-sequence H-2-IAb. The binding affinity (normalized) is 0.228. (6) The peptide sequence is PHEFCSQHTMLVKQG. The MHC is DRB1_0101 with pseudo-sequence DRB1_0101. The binding affinity (normalized) is 0.716. (7) The peptide sequence is RVLDTVEKWLACGVD. The MHC is DRB1_1101 with pseudo-sequence DRB1_1101. The binding affinity (normalized) is 0.650.